This data is from Forward reaction prediction with 1.9M reactions from USPTO patents (1976-2016). The task is: Predict the product of the given reaction. Given the reactants [C:1]([CH:3]1[CH2:5][CH2:4]1)#[CH:2].[N+:6]([CH2:9][C:10]([O:12][CH2:13][CH3:14])=[O:11])([O-])=[O:7].C1N2CCN(CC2)C1, predict the reaction product. The product is: [CH:3]1([C:1]2[O:7][N:6]=[C:9]([C:10]([O:12][CH2:13][CH3:14])=[O:11])[CH:2]=2)[CH2:5][CH2:4]1.